From a dataset of Forward reaction prediction with 1.9M reactions from USPTO patents (1976-2016). Predict the product of the given reaction. (1) Given the reactants [CH2:1]([C:8]1[CH:17]=[C:16]([O:18][CH3:19])[CH:15]=[CH:14][C:9]=1[C:10]([NH:12][CH3:13])=[O:11])[C:2]1[CH:7]=[CH:6][CH:5]=[CH:4][CH:3]=1.[Li]CCCC.[CH:25](OCC)=[O:26], predict the reaction product. The product is: [CH3:19][O:18][C:16]1[CH:15]=[CH:14][C:9]([C:10]([NH:12][CH3:13])=[O:11])=[C:8]([CH:1]([C:2]2[CH:3]=[CH:4][CH:5]=[CH:6][CH:7]=2)[CH:25]=[O:26])[CH:17]=1. (2) Given the reactants [C:1]1([C:7]2[N:12]=[C:11]3[N:13]=[C:14]([NH2:17])[CH:15]=[CH:16][C:10]3=[N:9][CH:8]=2)[CH:6]=[CH:5][CH:4]=[CH:3][CH:2]=1.[CH3:18][O:19][NH:20][C:21](=O)[O:22]C1C=CC([N+]([O-])=O)=CC=1, predict the reaction product. The product is: [CH3:18][O:19][NH:20][C:21]([NH:17][C:14]1[CH:15]=[CH:16][C:10]2[C:11]([N:13]=1)=[N:12][C:7]([C:1]1[CH:2]=[CH:3][CH:4]=[CH:5][CH:6]=1)=[CH:8][N:9]=2)=[O:22].